Predict the product of the given reaction. From a dataset of Forward reaction prediction with 1.9M reactions from USPTO patents (1976-2016). (1) Given the reactants Br[C:2]1[CH:7]=[CH:6][N:5]=[C:4]2[N:8]([CH2:11][CH2:12][C:13]([O:15][CH2:16][CH3:17])=[O:14])[CH:9]=[CH:10][C:3]=12.[Cu][C:19]#[N:20], predict the reaction product. The product is: [C:19]([C:2]1[CH:7]=[CH:6][N:5]=[C:4]2[N:8]([CH2:11][CH2:12][C:13]([O:15][CH2:16][CH3:17])=[O:14])[CH:9]=[CH:10][C:3]=12)#[N:20]. (2) Given the reactants [NH2:1][C:2]1[CH:3]=[C:4]2[C:8](=[CH:9][CH:10]=1)[NH:7][CH:6]=[C:5]2[C:11](=[O:17])[C:12]([N:14]([CH3:16])[CH3:15])=[O:13].[CH:18]1[C:27]2[C:22](=[CH:23][CH:24]=[CH:25][CH:26]=2)[CH:21]=[CH:20][C:19]=1[S:28](Cl)(=[O:30])=[O:29], predict the reaction product. The product is: [CH3:16][N:14]([CH3:15])[C:12](=[O:13])[C:11]([C:5]1[C:4]2[C:8](=[CH:9][CH:10]=[C:2]([NH:1][S:28]([C:19]3[CH:20]=[CH:21][C:22]4[C:27](=[CH:26][CH:25]=[CH:24][CH:23]=4)[CH:18]=3)(=[O:30])=[O:29])[CH:3]=2)[NH:7][CH:6]=1)=[O:17]. (3) The product is: [CH3:1][O:2][C:3](=[O:76])[NH:4][CH:5]([C:9]([N:11]1[CH2:15][CH2:14][CH2:13][CH:12]1[C:16]1[NH:17][C:18]([C:21]2[CH:26]=[CH:25][C:24]([N:27]3[CH2:32][CH2:31][N:30]([C:33]4[CH:38]=[CH:37][C:36]([C:39]5[NH:40][C:41]([CH:44]6[CH2:48][CH2:47][CH2:46][N:45]6[C:49](=[O:59])[CH:50]([NH:54][C:55]([O:57][CH3:58])=[O:56])[CH:51]([CH3:53])[CH3:52])=[N:42][CH:43]=5)=[CH:35][CH:34]=4)[CH2:29][CH2:28]3)=[CH:23][CH:22]=2)=[CH:19][N:20]=1)=[O:10])[CH:6]([CH3:8])[CH3:7]. Given the reactants [CH3:1][O:2][C:3](=[O:76])[NH:4][CH:5]([C:9]([N:11]1[CH2:15][CH2:14][CH2:13][CH:12]1[C:16]1[N:17](COCC[Si](C)(C)C)[C:18]([C:21]2[CH:26]=[CH:25][C:24]([N:27]3[CH2:32][CH2:31][N:30]([C:33]4[CH:38]=[CH:37][C:36]([C:39]5[N:40](COCC[Si](C)(C)C)[C:41]([CH:44]6[CH2:48][CH2:47][CH2:46][N:45]6[C:49](=[O:59])[CH:50]([NH:54][C:55]([O:57][CH3:58])=[O:56])[CH:51]([CH3:53])[CH3:52])=[N:42][CH:43]=5)=[CH:35][CH:34]=4)[CH2:29][CH2:28]3)=[CH:23][CH:22]=2)=[CH:19][N:20]=1)=[O:10])[CH:6]([CH3:8])[CH3:7], predict the reaction product. (4) Given the reactants [F:1][C:2]([F:24])([F:23])[C:3]1[CH:8]=[CH:7][C:6]([C:9]2[C:10]3[C:15]([CH:16]=[C:17]4[C:22]=2[CH:21]=[CH:20][CH:19]=[CH:18]4)=[CH:14][CH:13]=[CH:12][CH:11]=3)=[CH:5][CH:4]=1.[Br:25]Br.S([O-])([O-])(=O)=S.[Na+].[Na+], predict the reaction product. The product is: [Br:25][C:16]1[C:17]2[C:22]([C:9]([C:6]3[CH:5]=[CH:4][C:3]([C:2]([F:23])([F:24])[F:1])=[CH:8][CH:7]=3)=[C:10]3[C:15]=1[CH:14]=[CH:13][CH:12]=[CH:11]3)=[CH:21][CH:20]=[CH:19][CH:18]=2. (5) Given the reactants Cl.[CH:2]1([C:7]2[CH:11]=[C:10]([NH:12][C:13]3[C:14]4[CH2:29][CH2:28][CH2:27][C:15]=4[N:16]=[C:17]([N:19]4[CH2:23][CH2:22][CH2:21][CH:20]4[C:24]([OH:26])=O)[N:18]=3)[NH:9][N:8]=2)[CH2:6][CH2:5][CH2:4][CH2:3]1.[NH:30]1[CH2:35][CH2:34][CH2:33][CH2:32][CH2:31]1.CCN=C=NCCCN(C)C.Cl.C1C=CC2N(O)N=NC=2C=1.CCN(C(C)C)C(C)C, predict the reaction product. The product is: [CH:2]1([C:7]2[CH:11]=[C:10]([NH:12][C:13]3[C:14]4[CH2:29][CH2:28][CH2:27][C:15]=4[N:16]=[C:17]([N:19]4[CH2:23][CH2:22][CH2:21][C@H:20]4[C:24]([N:30]4[CH2:35][CH2:34][CH2:33][CH2:32][CH2:31]4)=[O:26])[N:18]=3)[NH:9][N:8]=2)[CH2:3][CH2:4][CH2:5][CH2:6]1. (6) Given the reactants [C:1]1([N:7]2[C:11]([C:12]([OH:14])=O)=[CH:10][N:9]=[CH:8]2)[CH:6]=[CH:5][CH:4]=[CH:3][CH:2]=1.[C:15]([C:17]1[CH:18]=[C:19]([N:23]2[CH2:28][CH2:27][NH:26][CH2:25][CH2:24]2)[CH:20]=[CH:21][CH:22]=1)#[N:16].Cl.CN(C)CCCN=C=NCC.O.ON1C2C=CC=CC=2N=N1, predict the reaction product. The product is: [C:15]([C:17]1[CH:18]=[C:19]([N:23]2[CH2:28][CH2:27][N:26]([C:12]([C:11]3[N:7]([C:1]4[CH:2]=[CH:3][CH:4]=[CH:5][CH:6]=4)[CH:8]=[N:9][CH:10]=3)=[O:14])[CH2:25][CH2:24]2)[CH:20]=[CH:21][CH:22]=1)#[N:16]. (7) Given the reactants [C:1]([O:5][C:6]([N:8]1[CH:13]([CH2:14][CH:15]=[O:16])[CH2:12][CH:11]([N:17]([CH2:22][C:23]2[CH:28]=[C:27]([C:29]([F:32])([F:31])[F:30])[CH:26]=[C:25]([C:33]([F:36])([F:35])[F:34])[CH:24]=2)[C:18]([O:20][CH3:21])=[O:19])[CH2:10][CH:9]1[CH2:37][CH3:38])=[O:7])([CH3:4])([CH3:3])[CH3:2].[O-:39]Cl=O.[Na+], predict the reaction product. The product is: [C:1]([O:5][C:6]([N:8]1[CH:9]([CH2:37][CH3:38])[CH2:10][CH:11]([N:17]([CH2:22][C:23]2[CH:28]=[C:27]([C:29]([F:31])([F:32])[F:30])[CH:26]=[C:25]([C:33]([F:36])([F:34])[F:35])[CH:24]=2)[C:18]([O:20][CH3:21])=[O:19])[CH2:12][CH:13]1[CH2:14][C:15]([OH:39])=[O:16])=[O:7])([CH3:4])([CH3:3])[CH3:2].